Dataset: Forward reaction prediction with 1.9M reactions from USPTO patents (1976-2016). Task: Predict the product of the given reaction. (1) The product is: [CH3:1][O:2][C:5]1[C:14]2[C:9](=[CH:10][CH:11]=[CH:12][CH:13]=2)[N:8]=[CH:7][CH:6]=1. Given the reactants [CH3:1][O-:2].[Na+].Cl[C:5]1[C:14]2[C:9](=[CH:10][CH:11]=[CH:12][CH:13]=2)[N:8]=[CH:7][CH:6]=1, predict the reaction product. (2) Given the reactants [O:1]=[CH:2][C:3]1[CH:11]=[CH:10][C:7]([O:8][CH3:9])=[C:5]([OH:6])[CH:4]=1.[C:12]1([CH3:22])[CH:17]=[CH:16][C:15]([S:18](Cl)(=[O:20])=[O:19])=[CH:14][CH:13]=1.N1C=CC=CC=1, predict the reaction product. The product is: [C:12]1([CH3:22])[CH:17]=[CH:16][C:15]([S:18]([O:6][C:5]2[CH:4]=[C:3]([CH:11]=[CH:10][C:7]=2[O:8][CH3:9])[CH:2]=[O:1])(=[O:20])=[O:19])=[CH:14][CH:13]=1. (3) Given the reactants [Br:1][C:2]1[CH:3]=[N:4][C:5]2[N:6]([N:8]=[C:9]([C:11]([OH:13])=O)[CH:10]=2)[CH:7]=1.[F:14][C:15]1[C:20]([C:21]2[N:25]3[CH2:26][CH2:27][NH:28][CH2:29][C:24]3=[N:23][CH:22]=2)=[CH:19][CH:18]=[CH:17][N:16]=1, predict the reaction product. The product is: [Br:1][C:2]1[CH:3]=[N:4][C:5]2[N:6]([N:8]=[C:9]([C:11]([N:28]3[CH2:27][CH2:26][N:25]4[C:21]([C:20]5[C:15]([F:14])=[N:16][CH:17]=[CH:18][CH:19]=5)=[CH:22][N:23]=[C:24]4[CH2:29]3)=[O:13])[CH:10]=2)[CH:7]=1. (4) Given the reactants [CH2:1]([N:6]1[C:14]2[N:13]=[CH:12][NH:11][C:10]=2[C:9]2=[N:15][C:16]([C:18]3[CH:23]=[CH:22][N:21]=[CH:20][N:19]=3)=[N:17][N:8]2[C:7]1=[O:24])[CH2:2][CH2:3][CH2:4][CH3:5].C(N1C2N=CNC=2C2=NN=C(C3C=CN=CN=3)N2C1=O)CCCC.[Br:49]N1C(=O)CCC1=O, predict the reaction product. The product is: [Br:49][C:12]1[NH:11][C:10]2[C:9]3=[N:15][C:16]([C:18]4[CH:23]=[CH:22][N:21]=[CH:20][N:19]=4)=[N:17][N:8]3[C:7](=[O:24])[N:6]([CH2:1][CH2:2][CH2:3][CH2:4][CH3:5])[C:14]=2[N:13]=1. (5) Given the reactants [CH:1]1([CH2:6][CH:7]([C:11]2[CH:16]=[CH:15][C:14]([I:17])=[CH:13][CH:12]=2)[C:8]([OH:10])=[O:9])[CH2:5][CH2:4][CH2:3][CH2:2]1.[CH3:18]O, predict the reaction product. The product is: [CH3:18][O:9][C:8](=[O:10])[CH:7]([C:11]1[CH:16]=[CH:15][C:14]([I:17])=[CH:13][CH:12]=1)[CH2:6][CH:1]1[CH2:5][CH2:4][CH2:3][CH2:2]1. (6) Given the reactants [CH2:1]([O:3][C:4]([C:6]1[C:10]([CH3:11])=[CH:9][NH:8][C:7]=1[CH2:12][CH2:13][C:14](=O)[NH:15][CH2:16][CH2:17][NH:18][C:19](=O)[CH3:20])=[O:5])[CH3:2].B, predict the reaction product. The product is: [CH2:1]([O:3][C:4]([C:6]1[C:10]([CH3:11])=[CH:9][NH:8][C:7]=1[CH2:12][CH2:13][CH2:14][NH:15][CH2:16][CH2:17][NH:18][CH2:19][CH3:20])=[O:5])[CH3:2]. (7) Given the reactants Cl[C:2]1[CH:11]=[N:10][C:9]2[C:8](=[O:12])[N:7]=[CH:6][NH:5][C:4]=2[CH:3]=1.[CH3:13][O-:14].[Na+].CO.[Cl-].[NH4+], predict the reaction product. The product is: [CH3:13][O:14][C:2]1[CH:11]=[N:10][C:9]2[C:8](=[O:12])[N:7]=[CH:6][NH:5][C:4]=2[CH:3]=1.